Predict the product of the given reaction. From a dataset of Forward reaction prediction with 1.9M reactions from USPTO patents (1976-2016). (1) Given the reactants [CH:1]1([C:5]2[C:14]([C:15]3[NH:19][C:18]([CH2:20][CH3:21])=[N:17][N:16]=3)=[CH:13][C:8]([C:9]([O:11][CH3:12])=[O:10])=[C:7]([CH3:22])[CH:6]=2)[CH2:4][CH2:3][CH2:2]1.[CH3:23][Si](CC=[N+]=[N-])(C)C, predict the reaction product. The product is: [CH:1]1([C:5]2[C:14]([C:15]3[NH:19][CH:18]([CH2:20][CH3:21])[N:17]([CH3:23])[N:16]=3)=[CH:13][C:8]([C:9]([O:11][CH3:12])=[O:10])=[C:7]([CH3:22])[CH:6]=2)[CH2:4][CH2:3][CH2:2]1. (2) Given the reactants C(S[C:5]1[CH:10]=[CH:9][C:8](C)=[CH:7][C:6]=1[N+:12]([O-:14])=[O:13])(C)C.Cl[C:16]1[CH:21]=CC=C(C(OO)=O)[CH:17]=1.[C:26](=O)([O-])O.[Na+].[S:31]([O-:34])([O-])=[O:32].[Na+].[Na+], predict the reaction product. The product is: [CH:16]([S:31]([C:7]1[CH:8]=[C:9]([CH3:26])[CH:10]=[CH:5][C:6]=1[N+:12]([O-:14])=[O:13])(=[O:34])=[O:32])([CH3:21])[CH3:17]. (3) The product is: [C:7]([O:11][C:12](=[O:42])[NH:13][C:14]1(/[CH:22]=[CH:23]/[C:24]2[CH:29]=[CH:28][C:27]([O:30][CH2:31][CH2:32][CH2:33][CH2:34][CH2:35][CH2:36][CH3:37])=[C:26]([C:38]([F:41])([F:39])[F:40])[CH:25]=2)[CH2:19][O:18][C:17]([CH3:20])([CH3:21])[O:16][CH2:15]1)([CH3:8])([CH3:9])[CH3:10]. Given the reactants CC(C)([O-])C.[K+].[C:7]([O:11][C:12](=[O:42])[NH:13][C:14]1([CH2:22][CH2:23][C:24]2[CH:29]=[CH:28][C:27]([O:30][CH2:31][CH2:32][CH2:33][CH2:34][CH2:35][CH2:36][CH3:37])=[C:26]([C:38]([F:41])([F:40])[F:39])[CH:25]=2)[CH2:19][O:18][C:17]([CH3:21])([CH3:20])[O:16][CH2:15]1)([CH3:10])([CH3:9])[CH3:8].C(OC1C=CC(CP(=O)(OCC)OCC)=CC=1C(F)(F)F)CCCCCC.CCCCCCC, predict the reaction product. (4) The product is: [CH2:29]([O:31][C:32](=[O:44])[C:33]([C:36]1[CH:41]=[CH:40][C:39]([CH2:42][N:18]([CH2:17][C:13]2[CH:14]=[CH:15][CH:16]=[C:11]([O:10][CH2:9][C:8]([O:7][C:3]([CH3:6])([CH3:4])[CH3:5])=[O:28])[CH:12]=2)[S:19]([C:22]2[CH:23]=[N:24][CH:25]=[CH:26][CH:27]=2)(=[O:21])=[O:20])=[CH:38][CH:37]=1)([CH3:34])[CH3:35])[CH3:30]. Given the reactants [H-].[Na+].[C:3]([O:7][C:8](=[O:28])[CH2:9][O:10][C:11]1[CH:16]=[CH:15][CH:14]=[C:13]([CH2:17][NH:18][S:19]([C:22]2[CH:23]=[N:24][CH:25]=[CH:26][CH:27]=2)(=[O:21])=[O:20])[CH:12]=1)([CH3:6])([CH3:5])[CH3:4].[CH2:29]([O:31][C:32](=[O:44])[C:33]([C:36]1[CH:41]=[CH:40][C:39]([CH2:42]Br)=[CH:38][CH:37]=1)([CH3:35])[CH3:34])[CH3:30].O, predict the reaction product. (5) Given the reactants [CH3:1][N:2]([CH3:27])[C:3]([C:5]1[C:15]([CH2:16][CH2:17][C@@H:18](O)[C:19]2[CH:24]=[CH:23][CH:22]=[CH:21][CH:20]=2)=[C:14]([OH:26])[C:8]2[N:9]=[C:10]([CH3:13])[N:11]([CH3:12])[C:7]=2[CH:6]=1)=[O:4].CC(OC(/N=N/C(OC(C)C)=O)=O)C.C1(P(C2C=CC=CC=2)C2C=CC=CC=2)C=CC=CC=1.[Cl-].[NH4+], predict the reaction product. The product is: [CH3:1][N:2]([CH3:27])[C:3]([C:5]1[C:15]2[CH2:16][CH2:17][C@@H:18]([C:19]3[CH:24]=[CH:23][CH:22]=[CH:21][CH:20]=3)[O:26][C:14]=2[C:8]2[N:9]=[C:10]([CH3:13])[N:11]([CH3:12])[C:7]=2[CH:6]=1)=[O:4]. (6) Given the reactants [CH:1]1([CH2:4][C:5]([NH:7][NH:8][C:9]2[N:10]=[N:11][CH:12]=[C:13]([N:16]3[CH2:21][CH2:20][CH:19]([C:22]4[CH:27]=[CH:26][CH:25]=[CH:24][CH:23]=4)[CH2:18][CH2:17]3)[C:14]=2[CH3:15])=O)[CH2:3][CH2:2]1.C1(P(C2C=CC=CC=2)C2C=CC=CC=2)C=CC=CC=1.N([Si](C)(C)C)=[N+]=[N-].CCOC(/N=N/C(OCC)=O)=O.C1(C)C=CC=CC=1, predict the reaction product. The product is: [CH:1]1([CH2:4][C:5]2[N:10]3[N:11]=[CH:12][C:13]([N:16]4[CH2:21][CH2:20][CH:19]([C:22]5[CH:27]=[CH:26][CH:25]=[CH:24][CH:23]=5)[CH2:18][CH2:17]4)=[C:14]([CH3:15])[C:9]3=[N:8][N:7]=2)[CH2:3][CH2:2]1. (7) Given the reactants C(OC([NH:8][C@@:9]1([C:18]([OH:20])=[O:19])[CH2:11][C@@H:10]1[C:12]1[CH:17]=[CH:16][CH:15]=[CH:14][CH:13]=1)=O)(C)(C)C.[F:21][C:22]([F:27])([F:26])[C:23]([OH:25])=[O:24], predict the reaction product. The product is: [F:21][C:22]([F:27])([F:26])[C:23]([OH:25])=[O:24].[NH2:8][C@@:9]1([C:18]([O:20][CH2:22][CH3:23])=[O:19])[CH2:11][C@@H:10]1[C:12]1[CH:13]=[CH:14][CH:15]=[CH:16][CH:17]=1.